This data is from Reaction yield outcomes from USPTO patents with 853,638 reactions. The task is: Predict the reaction yield, written as a fraction of the theoretical maximum amount of product (1.0 means a 100% yield; for example, 0.34 means a 34% yield). (1) The reactants are [C:1]([O:5][C:6]([N:8]1[CH2:13][CH2:12][N:11]([C:14]2[CH:19]=[CH:18][C:17]([C@@H:20]([N:22]([CH2:30][CH2:31][C:32]3[CH:37]=[C:36]([O:38][CH3:39])[C:35]([NH2:40])=[CH:34][C:33]=3[Cl:41])[C:23]([O:25][C:26]([CH3:29])([CH3:28])[CH3:27])=[O:24])[CH3:21])=[CH:16][CH:15]=2)[CH2:10][CH2:9]1)=[O:7])([CH3:4])([CH3:3])[CH3:2].[C:42]([C:44]1[N:45]=[CH:46][C:47]([NH:50][C:51](=O)[O:52]C2C=CC=CC=2)=[N:48][CH:49]=1)#[N:43]. The catalyst is CN(C=O)C.O. The product is [C:1]([O:5][C:6]([N:8]1[CH2:13][CH2:12][N:11]([C:14]2[CH:19]=[CH:18][C:17]([C@@H:20]([N:22]([C:23]([O:25][C:26]([CH3:28])([CH3:29])[CH3:27])=[O:24])[CH2:30][CH2:31][C:32]3[CH:37]=[C:36]([O:38][CH3:39])[C:35]([NH:40][C:51]([NH:50][C:47]4[CH:46]=[N:45][C:44]([C:42]#[N:43])=[CH:49][N:48]=4)=[O:52])=[CH:34][C:33]=3[Cl:41])[CH3:21])=[CH:16][CH:15]=2)[CH2:10][CH2:9]1)=[O:7])([CH3:2])([CH3:3])[CH3:4]. The yield is 0.460. (2) The reactants are [CH3:1][C:2]1[N:3]=[C:4]([C@H:7]2[CH2:11][CH2:10][CH2:9][NH:8]2)[S:5][CH:6]=1.[F:12][C:13]1[CH:14]=[C:15]([C:22](O)=[O:23])[CH:16]=[C:17]([CH:21]=1)[C:18]([OH:20])=[O:19]. No catalyst specified. The product is [F:12][C:13]1[CH:21]=[C:17]([CH:16]=[C:15]([C:22]([N:8]2[CH2:9][CH2:10][CH2:11][C@@H:7]2[C:4]2[S:5][CH:6]=[C:2]([CH3:1])[N:3]=2)=[O:23])[CH:14]=1)[C:18]([OH:20])=[O:19]. The yield is 0.630. (3) The reactants are [CH2:1]([NH:4][C:5]([C:7]1[NH:8][C:9]2[C:14]([C:15]=1[C:16]1[CH:21]=[CH:20][CH:19]=[CH:18][CH:17]=1)=[CH:13][C:12]([NH2:22])=[CH:11][CH:10]=2)=[O:6])[CH2:2][CH3:3].[CH3:23][S:24]([C:27]1[CH:32]=[CH:31][C:30]([S:33](Cl)(=[O:35])=[O:34])=[CH:29][CH:28]=1)(=[O:26])=[O:25]. The catalyst is CCCCCC.C(OCC)(=O)C. The product is [CH2:1]([NH:4][C:5]([C:7]1[NH:8][C:9]2[C:14]([C:15]=1[C:16]1[CH:21]=[CH:20][CH:19]=[CH:18][CH:17]=1)=[CH:13][C:12]([NH:22][S:33]([C:30]1[CH:29]=[CH:28][C:27]([S:24]([CH3:23])(=[O:26])=[O:25])=[CH:32][CH:31]=1)(=[O:35])=[O:34])=[CH:11][CH:10]=2)=[O:6])[CH2:2][CH3:3]. The yield is 0.390. (4) The catalyst is C(Cl)Cl.C1C=CC(P(C2C=CC=CC=2)[C-]2C=CC=C2)=CC=1.C1C=CC(P(C2C=CC=CC=2)[C-]2C=CC=C2)=CC=1.Cl[Pd]Cl.[Fe+2].O. The reactants are [Br:1][C:2]1[CH:10]=[C:9]2[C:5]([C:6](I)=[N:7][N:8]2[C:11]([C:13]2[C:18]([C:19]([F:22])([F:21])[F:20])=[CH:17][CH:16]=[CH:15][C:14]=2[Cl:23])=[O:12])=[CH:4][CH:3]=1.[CH3:25][O:26][C:27]([C:29]1[CH:34]=[CH:33][C:32](B(O)O)=[CH:31][CH:30]=1)=[O:28].[F-].[K+].O1CCOCC1. The yield is 0.810. The product is [Br:1][C:2]1[CH:10]=[C:9]2[C:5]([C:6]([C:32]3[CH:33]=[CH:34][C:29]([C:27]([O:26][CH3:25])=[O:28])=[CH:30][CH:31]=3)=[N:7][N:8]2[C:11](=[O:12])[C:13]2[C:18]([C:19]([F:22])([F:21])[F:20])=[CH:17][CH:16]=[CH:15][C:14]=2[Cl:23])=[CH:4][CH:3]=1.